Dataset: Forward reaction prediction with 1.9M reactions from USPTO patents (1976-2016). Task: Predict the product of the given reaction. (1) Given the reactants [NH2:1][C:2]1[C:3]([C:27]#[N:28])=[N:4][C:5]([C:10]2[CH:15]=[CH:14][C:13]([O:16][CH2:17][O:18][CH2:19][CH2:20][O:21][CH3:22])=[C:12]([C:23]([F:26])([F:25])[F:24])[CH:11]=2)=[CH:6][C:7]=1[NH:8][CH3:9].Cl.[N:30]([O-])=O.[Na+], predict the reaction product. The product is: [CH3:22][O:21][CH2:20][CH2:19][O:18][CH2:17][O:16][C:13]1[CH:14]=[CH:15][C:10]([C:5]2[N:4]=[C:3]([C:27]#[N:28])[C:2]3[N:1]=[N:30][N:8]([CH3:9])[C:7]=3[CH:6]=2)=[CH:11][C:12]=1[C:23]([F:26])([F:24])[F:25]. (2) Given the reactants C(OC(=O)[NH:7][C@H:8]([C:12](=[O:37])[NH:13][C@@H:14]([CH2:30][C:31]1[CH:36]=[CH:35][CH:34]=[CH:33][CH:32]=1)[C@@H:15]([OH:29])[CH2:16][CH2:17][C:18](=[O:28])[NH:19][CH2:20][CH2:21][C:22]1[CH:27]=[CH:26][CH:25]=[CH:24][CH:23]=1)[CH:9]([CH3:11])[CH3:10])(C)(C)C.CO.[ClH:41], predict the reaction product. The product is: [ClH:41].[CH2:20]([NH:19][C:18](=[O:28])[CH2:17][CH2:16][C@H:15]([OH:29])[C@@H:14]([NH:13][C:12](=[O:37])[C@@H:8]([NH2:7])[CH:9]([CH3:11])[CH3:10])[CH2:30][C:31]1[CH:32]=[CH:33][CH:34]=[CH:35][CH:36]=1)[CH2:21][C:22]1[CH:23]=[CH:24][CH:25]=[CH:26][CH:27]=1. (3) Given the reactants [CH3:1][O:2][C:3]1[C:11]2[CH:10]=[CH:9][S:8][C:7]=2[CH:6]=[CH:5][CH:4]=1.[Li]CCCC.[C:17]([O:21][C:22]([N:24]1[CH2:29][CH2:28][C:27](=[O:30])[CH2:26][CH:25]1[CH3:31])=[O:23])([CH3:20])([CH3:19])[CH3:18], predict the reaction product. The product is: [C:17]([O:21][C:22]([N:24]1[CH2:29][CH2:28][C:27]([C:9]2[S:8][C:7]3[CH:6]=[CH:5][CH:4]=[C:3]([O:2][CH3:1])[C:11]=3[CH:10]=2)([OH:30])[CH2:26][CH:25]1[CH3:31])=[O:23])([CH3:20])([CH3:18])[CH3:19]. (4) The product is: [O:27]1[CH2:28][CH2:29][N:24]([C:23]2[C:18]3[N:19]([CH:49]=[C:16]([N:1]4[CH2:2][CH:3]([C:5]5[CH:14]=[CH:13][C:12]6[C:7](=[CH:8][CH:9]=[CH:10][CH:11]=6)[N:6]=5)[CH2:4]4)[N:17]=3)[C:20]([C:30]3[CH:31]=[CH:32][C:33]([N:36]4[CH2:41][CH2:40][N:39]([C:42]([O:44][C:45]([CH3:48])([CH3:46])[CH3:47])=[O:43])[CH2:38][CH2:37]4)=[N:34][CH:35]=3)=[CH:21][N:22]=2)[CH2:25][CH2:26]1. Given the reactants [NH:1]1[CH2:4][CH:3]([C:5]2[CH:14]=[CH:13][C:12]3[C:7](=[CH:8][CH:9]=[CH:10][CH:11]=3)[N:6]=2)[CH2:2]1.Cl[C:16]1[N:17]=[C:18]2[C:23]([N:24]3[CH2:29][CH2:28][O:27][CH2:26][CH2:25]3)=[N:22][CH:21]=[C:20]([C:30]3[CH:31]=[CH:32][C:33]([N:36]4[CH2:41][CH2:40][N:39]([C:42]([O:44][C:45]([CH3:48])([CH3:47])[CH3:46])=[O:43])[CH2:38][CH2:37]4)=[N:34][CH:35]=3)[N:19]2[CH:49]=1.CC(C)([O-])C.[Na+].C1(P(C2CCCCC2)C2C=CC=CC=2C2C(C(C)C)=CC(C(C)C)=CC=2C(C)C)CCCCC1, predict the reaction product. (5) Given the reactants CC1(C)COB([C:8]2[CH:9]=[C:10]([NH2:18])[CH:11]=[C:12]([C:14]([F:17])([F:16])[F:15])[CH:13]=2)OC1.[CH3:20][N:21]1[CH2:26][CH:25]=[C:24](OS(C(F)(F)F)(=O)=O)[CH2:23][CH2:22]1.[Li+].[Cl-].C1C=CC(P(C2C=CC=CC=2)C2C=CC=CC=2)=CC=1.C([O-])([O-])=O.[Na+].[Na+], predict the reaction product. The product is: [CH3:20][N:21]1[CH:22]=[CH:23][CH:24]([C:8]2[CH:9]=[C:10]([NH2:18])[CH:11]=[C:12]([C:14]([F:15])([F:16])[F:17])[CH:13]=2)[CH2:25][CH2:26]1. (6) Given the reactants [C:1]([O:5][C:6]([N:8]1[CH2:12][CH2:11][C:10]([C:15](=[O:54])[NH:16][C:17]2[CH:25]=[C:24]3[C:20]([C:21]([C:45]4[CH:50]=[CH:49][N:48]=[C:47]([CH:51]5[CH2:53][CH2:52]5)[CH:46]=4)=[N:22][N:23]3[C:26]([C:39]3[CH:44]=[CH:43][CH:42]=[CH:41][CH:40]=3)([C:33]3[CH:38]=[CH:37][CH:36]=[CH:35][CH:34]=3)[C:27]3[CH:32]=[CH:31][CH:30]=[CH:29][CH:28]=3)=[CH:19][CH:18]=2)([O:13][CH3:14])[CH2:9]1)=[O:7])([CH3:4])([CH3:3])[CH3:2].[H-].[Na+].[CH3:57]I, predict the reaction product. The product is: [C:1]([O:5][C:6]([N:8]1[CH2:12][CH2:11][C:10]([C:15](=[O:54])[N:16]([C:17]2[CH:25]=[C:24]3[C:20]([C:21]([C:45]4[CH:50]=[CH:49][N:48]=[C:47]([CH:51]5[CH2:52][CH2:53]5)[CH:46]=4)=[N:22][N:23]3[C:26]([C:27]3[CH:32]=[CH:31][CH:30]=[CH:29][CH:28]=3)([C:33]3[CH:34]=[CH:35][CH:36]=[CH:37][CH:38]=3)[C:39]3[CH:44]=[CH:43][CH:42]=[CH:41][CH:40]=3)=[CH:19][CH:18]=2)[CH3:57])([O:13][CH3:14])[CH2:9]1)=[O:7])([CH3:4])([CH3:2])[CH3:3]. (7) Given the reactants [NH:1]1[CH2:5][CH2:4][CH2:3][CH2:2]1.[CH3:6][O:7][C:8]1[CH:29]=[CH:28][C:11]([CH2:12][O:13][C:14]2[C:23](=[O:24])[C:22]3[C:17](=[CH:18][CH:19]=[C:20]([CH:25]=O)[CH:21]=3)[N:16]([CH3:27])[CH:15]=2)=[CH:10][CH:9]=1.C(O[BH-](OC(=O)C)OC(=O)C)(=O)C.[Na+], predict the reaction product. The product is: [CH3:6][O:7][C:8]1[CH:9]=[CH:10][C:11]([CH2:12][O:13][C:14]2[C:23](=[O:24])[C:22]3[C:17](=[CH:18][CH:19]=[C:20]([CH2:25][N:1]4[CH2:5][CH2:4][CH2:3][CH2:2]4)[CH:21]=3)[N:16]([CH3:27])[CH:15]=2)=[CH:28][CH:29]=1. (8) Given the reactants [CH3:1][O:2][C:3]1[CH:4]=[C:5]2[C:10](=[CH:11][C:12]=1[O:13][CH3:14])[N:9]1[N:15]=[N:16][C:17]([S:18]([C:21]3[CH:26]=[CH:25][CH:24]=[CH:23][CH:22]=3)(=[O:20])=[O:19])=[C:8]1[NH:7][C:6]2=O.O=P(Cl)(Cl)[Cl:30], predict the reaction product. The product is: [Cl:30][C:6]1[C:5]2[C:10](=[CH:11][C:12]([O:13][CH3:14])=[C:3]([O:2][CH3:1])[CH:4]=2)[N:9]2[N:15]=[N:16][C:17]([S:18]([C:21]3[CH:26]=[CH:25][CH:24]=[CH:23][CH:22]=3)(=[O:20])=[O:19])=[C:8]2[N:7]=1. (9) The product is: [NH2:18][C:15]1[N:16]=[N:17][C:12]2[CH:11]=[C:10]([C:3]3[CH:4]=[C:5]([OH:8])[CH:6]=[CH:7][C:2]=3[Cl:1])[CH:20]=[C:19]([CH3:21])[C:13]=2[N:14]=1. Given the reactants [Cl:1][C:2]1[CH:7]=[CH:6][C:5]([O:8]C)=[CH:4][C:3]=1[C:10]1[CH:20]=[C:19]([CH3:21])[C:13]2[N:14]=[C:15]([NH2:18])[N:16]=[N:17][C:12]=2[CH:11]=1.B(Br)(Br)Br, predict the reaction product.